This data is from Full USPTO retrosynthesis dataset with 1.9M reactions from patents (1976-2016). The task is: Predict the reactants needed to synthesize the given product. (1) Given the product [N+:1]([C:4]1[CH:9]=[CH:8][C:7]([O:10][C:31](=[O:32])[CH2:30][CH2:29][CH2:28][CH2:27][CH2:26][O:25][C:24]2[CH:23]=[CH:22][C:21]([N+:18]([O-:20])=[O:19])=[CH:35][CH:34]=2)=[CH:6][CH:5]=1)([O-:3])=[O:2], predict the reactants needed to synthesize it. The reactants are: [N+:1]([C:4]1[CH:9]=[CH:8][C:7]([OH:10])=[CH:6][CH:5]=1)([O-:3])=[O:2].C(N(CC)CC)C.[N+:18]([C:21]1[CH:35]=[CH:34][C:24]([O:25][CH2:26][CH2:27][CH2:28][CH2:29][CH2:30][C:31](Cl)=[O:32])=[CH:23][CH:22]=1)([O-:20])=[O:19]. (2) Given the product [Cl:1][C:2]1[CH:3]=[C:4]([C:12]2[O:16][N:15]=[C:14]([C:17]3[C:25]([F:26])=[CH:24][C:23]4[C:19](=[CH:20][N:21]([CH2:27][CH2:28][CH2:29][C:30]([OH:32])=[O:31])[N:22]=4)[CH:18]=3)[N:13]=2)[CH:5]=[N:6][C:7]=1[O:8][CH:9]([CH3:11])[CH3:10], predict the reactants needed to synthesize it. The reactants are: [Cl:1][C:2]1[CH:3]=[C:4]([C:12]2[O:16][N:15]=[C:14]([C:17]3[C:25]([F:26])=[CH:24][C:23]4[C:19](=[CH:20][N:21]([CH2:27][CH2:28][CH2:29][C:30]([O:32]CC)=[O:31])[N:22]=4)[CH:18]=3)[N:13]=2)[CH:5]=[N:6][C:7]=1[O:8][CH:9]([CH3:11])[CH3:10].[OH-].[Na+].